This data is from Peptide-MHC class I binding affinity with 185,985 pairs from IEDB/IMGT. The task is: Regression. Given a peptide amino acid sequence and an MHC pseudo amino acid sequence, predict their binding affinity value. This is MHC class I binding data. (1) The binding affinity (normalized) is 0.0847. The peptide sequence is YRFRFRSVY. The MHC is HLA-A26:03 with pseudo-sequence YYAMYRNNVAHTHVDTLYIRYQDYTWAEWAYRWY. (2) The binding affinity (normalized) is 0.710. The MHC is HLA-B08:01 with pseudo-sequence HLA-B08:01. The peptide sequence is VPAERRGVF.